The task is: Predict which catalyst facilitates the given reaction.. This data is from Catalyst prediction with 721,799 reactions and 888 catalyst types from USPTO. (1) Reactant: [CH3:1][O:2][C:3]1[C:4]([OH:21])=[CH:5][C:6]([OH:20])=[C:7]2[C:12](=[O:13])[CH:11]=[C:10]([C:14]3[CH:15]=[CH:16][CH:17]=[CH:18][CH:19]=3)[O:9][C:8]=12.[CH2:22]=O.[NH:24]1[CH2:29][CH2:28][NH:27][CH2:26][CH2:25]1. Product: [OH:20][C:6]1[C:5]([CH2:22][N:24]2[CH2:29][CH2:28][NH:27][CH2:26][CH2:25]2)=[C:4]([OH:21])[C:3]([O:2][CH3:1])=[C:8]2[C:7]=1[C:12](=[O:13])[CH:11]=[C:10]([C:14]1[CH:19]=[CH:18][CH:17]=[CH:16][CH:15]=1)[O:9]2. The catalyst class is: 5. (2) Reactant: C1(OP([CH2:17][C:18]([O:20][CH2:21][CH3:22])=[O:19])(OC2C=CC=CC=2)=O)C=CC=CC=1.[CH3:23]O.[Cl:25][C:26]1[C:27]([O:36][C:37]2[CH:44]=[C:43]([O:45][CH2:46][CH2:47][O:48][CH3:49])[CH:42]=[CH:41][C:38]=2C=O)=[N:28][CH:29]=[C:30]([C:32]([F:35])([F:34])[F:33])[CH:31]=1.[Cl-].[NH4+]. Product: [Cl:25][C:26]1[C:27]([O:36][C:37]2[CH:44]=[C:43]([O:45][CH2:46][CH2:47][O:48][CH3:49])[CH:42]=[CH:41][C:38]=2/[CH:23]=[CH:17]\[C:18]([O:20][CH2:21][CH3:22])=[O:19])=[N:28][CH:29]=[C:30]([C:32]([F:34])([F:33])[F:35])[CH:31]=1. The catalyst class is: 54.